Dataset: Catalyst prediction with 721,799 reactions and 888 catalyst types from USPTO. Task: Predict which catalyst facilitates the given reaction. (1) Reactant: [CH3:1][C@@H:2]1[CH2:7][O:6][CH2:5][CH2:4][N:3]1[C:8]1[CH:13]=[C:12]([C:14]2([S:17]([CH3:20])(=[NH:19])=[O:18])[CH2:16][CH2:15]2)[N:11]=[C:10]([C:21]2[CH:26]=[CH:25][N:24]=[C:23]3[N:27](S(C4C=CC(C)=CC=4)(=O)=O)[CH:28]=[CH:29][C:22]=23)[N:9]=1.[OH-].[Na+].Cl. Product: [CH3:1][C@@H:2]1[CH2:7][O:6][CH2:5][CH2:4][N:3]1[C:8]1[CH:13]=[C:12]([C:14]2([S@:17]([CH3:20])(=[NH:19])=[O:18])[CH2:16][CH2:15]2)[N:11]=[C:10]([C:21]2[CH:26]=[CH:25][N:24]=[C:23]3[NH:27][CH:28]=[CH:29][C:22]=23)[N:9]=1. The catalyst class is: 149. (2) Reactant: [N+:1]([C:4]1[CH:10]=[CH:9][C:7]([NH2:8])=[CH:6][CH:5]=1)([O-:3])=[O:2].[CH3:11][C:12]1[N:13]([C:18]2[N:23]=[C:22]([CH2:24][C:25](O)=[O:26])[CH:21]=[CH:20][CH:19]=2)[C:14]([CH3:17])=[CH:15][CH:16]=1.F[P-](F)(F)(F)(F)F.N1(O[P+](N2CCCC2)(N2CCCC2)N2CCCC2)C2C=CC=CC=2N=N1.C(NC(C)C)(C)C.Cl. Product: [CH3:11][C:12]1[N:13]([C:18]2[N:23]=[C:22]([CH2:24][C:25]([NH:8][C:7]3[CH:9]=[CH:10][C:4]([N+:1]([O-:3])=[O:2])=[CH:5][CH:6]=3)=[O:26])[CH:21]=[CH:20][CH:19]=2)[C:14]([CH3:17])=[CH:15][CH:16]=1. The catalyst class is: 255.